This data is from Forward reaction prediction with 1.9M reactions from USPTO patents (1976-2016). The task is: Predict the product of the given reaction. The product is: [O:9]1[C:5]2[CH:4]=[CH:3][C:2]([C:23](=[O:24])[CH3:22])=[CH:10][C:6]=2[CH:7]=[CH:8]1. Given the reactants Br[C:2]1[CH:3]=[CH:4][C:5]2[O:9][CH:8]=[CH:7][C:6]=2[CH:10]=1.[Li]CCCC.CCCCCC.[CH3:22][C:23](N(C)C)=[O:24], predict the reaction product.